From a dataset of Catalyst prediction with 721,799 reactions and 888 catalyst types from USPTO. Predict which catalyst facilitates the given reaction. (1) Reactant: C([O:3][C:4](=O)[CH2:5][C:6]1[CH:11]=[CH:10][N:9]=[C:8]([CH3:12])[CH:7]=1)C.[H-].[H-].[H-].[H-].[Li+].[Al+3]. Product: [CH3:12][C:8]1[CH:7]=[C:6]([CH2:5][CH2:4][OH:3])[CH:11]=[CH:10][N:9]=1. The catalyst class is: 1. (2) Reactant: [C:1]([O:5][C:6]([N:8]1[CH2:13][CH2:12][N:11]2[C:14](Br)=[N:15][C:16]([CH2:17][CH3:18])=[C:10]2[CH:9]1[CH2:20][CH2:21][C:22]1[CH:27]=[CH:26][C:25]([C:28]([F:31])([F:30])[F:29])=[C:24]([F:32])[CH:23]=1)=[O:7])([CH3:4])([CH3:3])[CH3:2]. Product: [C:1]([O:5][C:6]([N:8]1[CH2:13][CH2:12][N:11]2[C:14]([C:28]([F:31])([F:30])[F:29])=[N:15][C:16]([CH2:17][CH3:18])=[C:10]2[CH:9]1[CH2:20][CH2:21][C:22]1[CH:27]=[CH:26][C:25]([C:28]([F:31])([F:30])[F:29])=[C:24]([F:32])[CH:23]=1)=[O:7])([CH3:4])([CH3:3])[CH3:2]. The catalyst class is: 61. (3) Reactant: [N:1]1[C:10]2[C:5](=[C:6]([N:11]=[CH:12][C:13]([C:28]([F:31])([F:30])[F:29])([OH:27])[CH2:14][C:15]3([C:18]4[CH:23]=[C:22]([F:24])[CH:21]=[CH:20][C:19]=4[O:25][CH3:26])[CH2:17][CH2:16]3)[CH:7]=[CH:8][CH:9]=2)[CH:4]=[CH:3][CH:2]=1.[BH4-].[Na+].CCCCCC.C(OCC)(=O)C. Product: [N:1]1[C:10]2[C:5](=[C:6]([NH:11][CH2:12][C:13]([C:28]([F:31])([F:29])[F:30])([OH:27])[CH2:14][C:15]3([C:18]4[CH:23]=[C:22]([F:24])[CH:21]=[CH:20][C:19]=4[O:25][CH3:26])[CH2:16][CH2:17]3)[CH:7]=[CH:8][CH:9]=2)[CH:4]=[CH:3][CH:2]=1. The catalyst class is: 111. (4) Reactant: [F:1][C:2]([F:23])([F:22])[C:3]1[CH:21]=[CH:20][C:6]([CH2:7][O:8][N:9]=[C:10]([C:13]2[CH:18]=[CH:17][C:16]([NH2:19])=[CH:15][CH:14]=2)[CH2:11][CH3:12])=[CH:5][CH:4]=1.C(=O)([O-])[O-].[K+].[K+].[CH3:30][CH2:31][O:32][C:33]([CH2:35]Br)=[O:34]. Product: [F:1][C:2]([F:22])([F:23])[C:3]1[CH:21]=[CH:20][C:6]([CH2:7][O:8][N:9]=[C:10]([C:13]2[CH:18]=[CH:17][C:16]([NH:19][CH2:35][C:33]([O:32][CH2:31][CH3:30])=[O:34])=[CH:15][CH:14]=2)[CH2:11][CH3:12])=[CH:5][CH:4]=1. The catalyst class is: 3. (5) Reactant: [F:1][C:2]1[CH:3]=[CH:4][C:5]([CH3:9])=[C:6]([CH:8]=1)[NH2:7].[C:10](OC(=O)C)(=[O:12])[CH3:11]. Product: [F:1][C:2]1[CH:3]=[CH:4][C:5]([CH3:9])=[C:6]([NH:7][C:10](=[O:12])[CH3:11])[CH:8]=1. The catalyst class is: 11. (6) Reactant: Cl.[SH:2][CH:3]([CH2:7][C:8]1[CH:13]=[CH:12][C:11]([O:14][CH2:15][C:16]2[N:20]([CH3:21])[C:19]3[CH:22]=[C:23]([O:26][CH3:27])[CH:24]=[CH:25][C:18]=3[N:17]=2)=[CH:10][CH:9]=1)[C:4]([OH:6])=[O:5].N1C=CC=CC=1.[O:34]1CC[CH2:36][CH2:35]1.C(OC(=O)C)(=O)C. Product: [C:35]([S:2][CH:3]([CH2:7][C:8]1[CH:9]=[CH:10][C:11]([O:14][CH2:15][C:16]2[N:20]([CH3:21])[C:19]3[CH:22]=[C:23]([O:26][CH3:27])[CH:24]=[CH:25][C:18]=3[N:17]=2)=[CH:12][CH:13]=1)[C:4]([OH:6])=[O:5])(=[O:34])[CH3:36]. The catalyst class is: 9. (7) Product: [Cl:1][C:2]1[CH:7]=[C:6]([F:8])[CH:5]=[C:4]([CH3:9])[C:3]=1[N:10]([C:20](=[O:21])[CH2:19][Cl:18])[C:11]1[CH:16]=[CH:15][C:14]([CH3:17])=[CH:13][CH:12]=1. Reactant: [Cl:1][C:2]1[CH:7]=[C:6]([F:8])[CH:5]=[C:4]([CH3:9])[C:3]=1[NH:10][C:11]1[CH:16]=[CH:15][C:14]([CH3:17])=[CH:13][CH:12]=1.[Cl:18][CH2:19][C:20](Cl)=[O:21].C(=O)([O-])[O-].[Na+].[Na+]. The catalyst class is: 11. (8) Reactant: [CH3:1][C:2]1[CH:7]=[C:6]([CH3:8])[NH:5][C:4](=[O:9])[C:3]=1[CH2:10][NH:11][C:12]([C:14]1[C:15]2[CH:28]=[N:27][N:26]([CH:29]([CH3:31])[CH3:30])[C:16]=2[N:17]=[C:18]([C:20]2[CH2:21][CH2:22][NH:23][CH2:24][CH:25]=2)[CH:19]=1)=[O:13].[S:32](Cl)([CH3:35])(=[O:34])=[O:33]. Product: [CH3:1][C:2]1[CH:7]=[C:6]([CH3:8])[NH:5][C:4](=[O:9])[C:3]=1[CH2:10][NH:11][C:12]([C:14]1[C:15]2[CH:28]=[N:27][N:26]([CH:29]([CH3:31])[CH3:30])[C:16]=2[N:17]=[C:18]([C:20]2[CH2:21][CH2:22][N:23]([S:32]([CH3:35])(=[O:34])=[O:33])[CH2:24][CH:25]=2)[CH:19]=1)=[O:13]. The catalyst class is: 17.